This data is from Catalyst prediction with 721,799 reactions and 888 catalyst types from USPTO. The task is: Predict which catalyst facilitates the given reaction. (1) Reactant: [NH2:1][CH2:2][C:3]1[C:4]([F:14])=[CH:5][C:6]([Cl:13])=[C:7]([CH:12]=1)[C:8]([O:10][CH3:11])=[O:9].CCN(C(C)C)C(C)C.[C:24](Cl)(=[O:29])[C:25]([CH3:28])([CH3:27])[CH3:26]. Product: [Cl:13][C:6]1[CH:5]=[C:4]([F:14])[C:3]([CH2:2][NH:1][C:24](=[O:29])[C:25]([CH3:28])([CH3:27])[CH3:26])=[CH:12][C:7]=1[C:8]([O:10][CH3:11])=[O:9]. The catalyst class is: 2. (2) Reactant: Br[C:2]1[CH:10]=[C:9]([O:11][C:12]([F:15])([F:14])[F:13])[CH:8]=[CH:7][C:3]=1[C:4]([OH:6])=[O:5].[CH3:16][S:17]([O-:19])=[O:18].[Na+].[OH-].[K+]. Product: [CH3:16][S:17]([C:2]1[CH:10]=[C:9]([O:11][C:12]([F:15])([F:14])[F:13])[CH:8]=[CH:7][C:3]=1[C:4]([OH:6])=[O:5])(=[O:19])=[O:18]. The catalyst class is: 419. (3) Reactant: [CH2:1]([O:3][C:4](=[O:17])[CH2:5][NH:6][C:7]1[CH:8]=[CH:9][CH:10]=[C:11]2[C:16]=1[CH:15]=[N:14][CH:13]=[CH:12]2)[CH3:2].[CH3:18][I:19]. The catalyst class is: 21. Product: [I-:19].[CH2:1]([O:3][C:4]([CH2:5][NH:6][C:7]1[CH:8]=[CH:9][CH:10]=[C:11]2[C:16]=1[CH:15]=[N+:14]([CH3:18])[CH:13]=[CH:12]2)=[O:17])[CH3:2]. (4) Reactant: [C:1]([C:3]1[CH:8]=[CH:7][C:6]([N:9]2[CH2:14][CH2:13][O:12][C:11]3[CH:15]=[C:16]([S:19](OC4C(F)=C(F)C(F)=C(F)C=4F)(=[O:21])=[O:20])[CH:17]=[CH:18][C:10]2=3)=[C:5]([O:34][CH3:35])[CH:4]=1)#[N:2].[NH2:36][C:37]1[CH:42]=[CH:41][N:40]=[CH:39][N:38]=1.[Li+].C[Si]([N-][Si](C)(C)C)(C)C. Product: [C:1]([C:3]1[CH:8]=[CH:7][C:6]([N:9]2[CH2:14][CH2:13][O:12][C:11]3[CH:15]=[C:16]([S:19]([NH:36][C:37]4[CH:42]=[CH:41][N:40]=[CH:39][N:38]=4)(=[O:20])=[O:21])[CH:17]=[CH:18][C:10]2=3)=[C:5]([O:34][CH3:35])[CH:4]=1)#[N:2]. The catalyst class is: 1. (5) Reactant: CO[C:3]1[CH:4]=[C:5]([CH:8]=[CH:9][CH:10]=1)[CH:6]=O.[CH3:11][NH2:12].[BH4-].[Na+]. Product: [CH3:11][NH:12][CH2:6][C:5]1[CH:8]=[CH:9][CH:10]=[CH:3][CH:4]=1. The catalyst class is: 5. (6) Product: [Cl:6][C:7]1[CH:12]=[C:11]([C:13]([F:15])([F:14])[F:16])[CH:10]=[C:9]([Cl:17])[C:8]=1[NH:18][NH:19][C:3](=[O:4])[CH2:2][Cl:1]. Reactant: [Cl:1][CH2:2][C:3](Cl)=[O:4].[Cl:6][C:7]1[CH:12]=[C:11]([C:13]([F:16])([F:15])[F:14])[CH:10]=[C:9]([Cl:17])[C:8]=1[NH:18][NH2:19].[OH-].[Na+]. The catalyst class is: 4. (7) Reactant: C12BC(CCC1)CCC2.[C:10]1([CH3:35])[CH:15]=[CH:14][C:13]([S:16]([N:19]2[C:27]3[C:22](=[CH:23][C:24]([C:28]#[N:29])=[CH:25][CH:26]=3)[C:21]([CH:30]3[CH2:32][CH:31]3[CH:33]=[CH2:34])=[CH:20]2)(=[O:18])=[O:17])=[CH:12][CH:11]=1.[OH-:36].[Na+].OO. Product: [OH:36][CH2:34][CH2:33][CH:31]1[CH2:32][CH:30]1[C:21]1[C:22]2[C:27](=[CH:26][CH:25]=[C:24]([C:28]#[N:29])[CH:23]=2)[N:19]([S:16]([C:13]2[CH:12]=[CH:11][C:10]([CH3:35])=[CH:15][CH:14]=2)(=[O:18])=[O:17])[CH:20]=1. The catalyst class is: 219. (8) Reactant: [F:1][C:2]([F:32])([F:31])[C:3]1([CH2:7][N:8]2[CH2:13][CH2:12][CH:11]([CH2:14][NH:15][C:16]3[CH:21]=[CH:20][C:19]([C:22]4[CH:27]=[CH:26][C:25]([C:28]([OH:30])=O)=[CH:24][CH:23]=4)=[CH:18][CH:17]=3)[CH2:10][CH2:9]2)[CH2:6][CH2:5][CH2:4]1.CCN=C=NCCCN(C)C.C1C=CC2N(O)N=NC=2C=1.CCN(C(C)C)C(C)C.[NH:63]1[CH2:67][CH2:66][C@H:65]([OH:68])[CH2:64]1. Product: [OH:68][C@H:65]1[CH2:66][CH2:67][N:63]([C:28]([C:25]2[CH:26]=[CH:27][C:22]([C:19]3[CH:18]=[CH:17][C:16]([NH:15][CH2:14][CH:11]4[CH2:10][CH2:9][N:8]([CH2:7][C:3]5([C:2]([F:1])([F:31])[F:32])[CH2:4][CH2:5][CH2:6]5)[CH2:13][CH2:12]4)=[CH:21][CH:20]=3)=[CH:23][CH:24]=2)=[O:30])[CH2:64]1. The catalyst class is: 18. (9) Reactant: [Br:1][C:2](Br)=[CH:3][C:4]1[CH:9]=[CH:8][CH:7]=[CH:6][C:5]=1[OH:10].P([O-])([O-])([O-])=O.[K+].[K+].[K+].O. Product: [Br:1][C:2]1[O:10][C:5]2[CH:6]=[CH:7][CH:8]=[CH:9][C:4]=2[CH:3]=1. The catalyst class is: 804.